Regression/Classification. Given a drug SMILES string, predict its absorption, distribution, metabolism, or excretion properties. Task type varies by dataset: regression for continuous measurements (e.g., permeability, clearance, half-life) or binary classification for categorical outcomes (e.g., BBB penetration, CYP inhibition). For this dataset (solubility_aqsoldb), we predict Y. From a dataset of Aqueous solubility values for 9,982 compounds from the AqSolDB database. (1) The molecule is CCSS(=O)(=O)CC. The Y is -1.11 log mol/L. (2) The Y is -7.81 log mol/L. The compound is Cc1ccc(C(=O)OCCCl)cc1N/N=C1/C(=O)C(C(=O)Nc2cc(C)c(NC(=O)C3=Cc4ccccc4/C(=N/Nc4c(C)cccc4C(=O)OCCCl)C3=O)cc2C)=Cc2ccccc21. (3) The compound is CN(C)C(=O)NC1CCCCCCC1. The Y is -2.26 log mol/L. (4) The molecule is COC(=O)c1cccnc1. The Y is -0.460 log mol/L.